Dataset: Catalyst prediction with 721,799 reactions and 888 catalyst types from USPTO. Task: Predict which catalyst facilitates the given reaction. (1) Reactant: Cl.[NH2:2][CH2:3][C:4]([C:6]1[CH:11]=[CH:10][CH:9]=[CH:8][CH:7]=1)=[O:5].C(N(CC)CC)C.[Cl:19][CH2:20][S:21](Cl)(=[O:23])=[O:22].Cl. Product: [Cl:19][CH2:20][S:21]([NH:2][CH2:3][C:4]([C:6]1[CH:11]=[CH:10][CH:9]=[CH:8][CH:7]=1)=[O:5])(=[O:23])=[O:22]. The catalyst class is: 4. (2) Reactant: [Br:1][C:2]1[N:7]=[CH:6][C:5]([N:8]2[CH2:13][CH2:12][N:11]([C:14]([O:16][CH2:17][C:18]([O:20]CC)=O)=[O:15])[CH2:10][CH2:9]2)=[CH:4][CH:3]=1.[CH3:23][NH2:24].ClCCl.CO. Product: [Br:1][C:2]1[N:7]=[CH:6][C:5]([N:8]2[CH2:9][CH2:10][N:11]([C:14]([O:16][CH2:17][C:18]([NH:24][CH3:23])=[O:20])=[O:15])[CH2:12][CH2:13]2)=[CH:4][CH:3]=1. The catalyst class is: 7.